Dataset: Full USPTO retrosynthesis dataset with 1.9M reactions from patents (1976-2016). Task: Predict the reactants needed to synthesize the given product. (1) Given the product [N:21]([CH2:8][CH:5]1[CH2:6][CH2:7][C:2]([F:20])([F:1])[CH2:3][CH2:4]1)=[N+:22]=[N-:23], predict the reactants needed to synthesize it. The reactants are: [F:1][C:2]1([F:20])[CH2:7][CH2:6][CH:5]([CH2:8]OS(C2C=CC(C)=CC=2)(=O)=O)[CH2:4][CH2:3]1.[N-:21]=[N+:22]=[N-:23].[Na+]. (2) Given the product [OH:16][C:12]1[CH:11]=[C:10]([CH:15]=[CH:14][CH:13]=1)[C:9]([NH:8][CH2:7][C:6]([OH:18])=[O:5])=[O:17], predict the reactants needed to synthesize it. The reactants are: [Li+].[OH-].C([O:5][C:6](=[O:18])[CH2:7][NH:8][C:9](=[O:17])[C:10]1[CH:15]=[CH:14][CH:13]=[C:12]([OH:16])[CH:11]=1)C. (3) Given the product [F:19][C:15]1[C:16]([F:18])=[CH:17][C:12]([C:10]([N:4]2[CH2:5][CH2:6][CH2:7][C@@H:8]([CH3:9])[C@H:3]2[CH2:2][NH:1][C:27]2[CH:32]=[CH:31][C:30]([C:33]([F:36])([F:35])[F:34])=[CH:29][N:28]=2)=[O:11])=[C:13]([C:20]2[N:21]=[CH:22][CH:23]=[CH:24][N:25]=2)[CH:14]=1, predict the reactants needed to synthesize it. The reactants are: [NH2:1][CH2:2][C@@H:3]1[C@H:8]([CH3:9])[CH2:7][CH2:6][CH2:5][N:4]1[C:10]([C:12]1[CH:17]=[C:16]([F:18])[C:15]([F:19])=[CH:14][C:13]=1[C:20]1[N:25]=[CH:24][CH:23]=[CH:22][N:21]=1)=[O:11].F[C:27]1[CH:32]=[CH:31][C:30]([C:33]([F:36])([F:35])[F:34])=[CH:29][N:28]=1. (4) Given the product [ClH:31].[NH2:11][CH:3]([C:1]#[N:2])[C:4]([NH:6][C:7]([CH3:8])([CH3:10])[CH3:9])=[O:5], predict the reactants needed to synthesize it. The reactants are: [C:1]([CH:3]([N:11]=C(C1C=CC=CC=1)C1C=CC=CC=1)[C:4]([NH:6][C:7]([CH3:10])([CH3:9])[CH3:8])=[O:5])#[N:2].C(OCC)(=O)C.[ClH:31]. (5) Given the product [F:7][C:8]1[CH:9]=[C:10]([CH2:11][NH:12][C:13]([C:15]2[C:16]([O:30][CH2:35][CH2:36][O:37][CH3:38])=[N:17][C:18]3[C:23]([C:24]=2[CH3:25])=[CH:22][CH:21]=[C:20]([C:26]([F:27])([F:28])[F:29])[CH:19]=3)=[O:14])[CH:31]=[CH:32][CH:33]=1, predict the reactants needed to synthesize it. The reactants are: C([O-])([O-])=O.[K+].[K+].[F:7][C:8]1[CH:9]=[C:10]([CH:31]=[CH:32][CH:33]=1)[CH2:11][NH:12][C:13]([C:15]1[C:16]([OH:30])=[N:17][C:18]2[C:23]([C:24]=1[CH3:25])=[CH:22][CH:21]=[C:20]([C:26]([F:29])([F:28])[F:27])[CH:19]=2)=[O:14].Br[CH2:35][CH2:36][O:37][CH3:38].CCOC(C)=O.CCCCCC. (6) Given the product [Br-:1].[CH:5]1([C:3](=[O:4])[CH2:2][NH2+:17][CH:11]2[CH2:16][CH2:15][CH2:14][CH2:13][CH2:12]2)[CH2:10][CH2:9][CH2:8][CH2:7]1, predict the reactants needed to synthesize it. The reactants are: [Br:1][CH2:2][C:3]([CH:5]1[CH2:10][CH2:9][CH2:8][CH2:7]C1)=[O:4].[CH:11]1([NH2:17])[CH2:16][CH2:15][CH2:14][CH2:13][CH2:12]1. (7) Given the product [CH3:1][O:2][C@H:3]1[CH2:8][CH2:7][C@H:6]2[C@H:9]3[C@H:19]([CH2:20][CH2:21][C@:4]12[CH3:5])[C@:17]1([CH3:18])[CH:12]([CH2:13][C@@H:14]2[O:30][C@@H:15]2[CH2:16]1)[CH2:11][CH2:10]3, predict the reactants needed to synthesize it. The reactants are: [CH3:1][O:2][C@H:3]1[CH2:8][CH2:7][C@H:6]2[C@H:9]3[C@H:19]([CH2:20][CH2:21][C@:4]12[CH3:5])[C@:17]1([CH3:18])[CH:12]([CH2:13][CH:14]=[CH:15][CH2:16]1)[CH2:11][CH2:10]3.C1C=C(Cl)C=C(C(OO)=[O:30])C=1. (8) Given the product [N:18]1([C:22]([C:24]2[N:25]=[CH:26][C:27]([O:1][C:2]3[CH:3]=[C:4]([CH:9]=[C:10]([O:12][C@H:13]4[CH2:17][CH2:16][O:15][CH2:14]4)[CH:11]=3)[C:5]([OH:7])=[O:6])=[CH:28][CH:29]=2)=[O:23])[CH2:21][CH2:20][CH2:19]1, predict the reactants needed to synthesize it. The reactants are: [OH:1][C:2]1[CH:3]=[C:4]([CH:9]=[C:10]([O:12][C@H:13]2[CH2:17][CH2:16][O:15][CH2:14]2)[CH:11]=1)[C:5]([O:7]C)=[O:6].[N:18]1([C:22]([C:24]2[CH:29]=[CH:28][C:27](Br)=[CH:26][N:25]=2)=[O:23])[CH2:21][CH2:20][CH2:19]1.C(=O)([O-])[O-].[Cs+].[Cs+].